This data is from CYP2C9 inhibition data for predicting drug metabolism from PubChem BioAssay. The task is: Regression/Classification. Given a drug SMILES string, predict its absorption, distribution, metabolism, or excretion properties. Task type varies by dataset: regression for continuous measurements (e.g., permeability, clearance, half-life) or binary classification for categorical outcomes (e.g., BBB penetration, CYP inhibition). Dataset: cyp2c9_veith. The drug is COc1ccc(Cc2ccc3[nH]c(=O)cc(C)c3c2)cc1S(=O)(=O)O. The result is 0 (non-inhibitor).